The task is: Predict the reactants needed to synthesize the given product.. This data is from Full USPTO retrosynthesis dataset with 1.9M reactions from patents (1976-2016). (1) The reactants are: [C:1]([C:5]1[N:6]=[C:7]([N:22]2[CH2:27][CH2:26]O[CH2:24][CH2:23]2)[C:8]2[N:13]=[N:12][N:11]([CH2:14][C:15]3[CH:20]=[CH:19][CH:18]=[CH:17][C:16]=3[Cl:21])[C:9]=2[N:10]=1)([CH3:4])([CH3:3])[CH3:2].C([C:32]1[N:33]=C(Cl)C2N=NN(CC3C=CC=CC=3Cl)C=2N=1)(C)(C)C.N1CCC[C@H]1CN. Given the product [C:1]([C:5]1[N:6]=[C:7]([N:22]2[CH2:27][CH2:26][CH2:24][C@H:23]2[CH2:32][NH2:33])[C:8]2[N:13]=[N:12][N:11]([CH2:14][C:15]3[CH:20]=[CH:19][CH:18]=[CH:17][C:16]=3[Cl:21])[C:9]=2[N:10]=1)([CH3:4])([CH3:3])[CH3:2], predict the reactants needed to synthesize it. (2) Given the product [C:8]([C:6]1[C:5]([O:11][CH3:12])=[C:4]([CH:16]2[CH2:21][CH2:20][N:19]([C:22]([O:24][C:25]([CH3:28])([CH3:27])[CH3:26])=[O:23])[CH2:18][CH2:17]2)[C:3]([CH3:14])=[C:2]([Cl:1])[CH:7]=1)(=[O:10])[CH3:9], predict the reactants needed to synthesize it. The reactants are: [Cl:1][C:2]1[C:3]([CH3:14])=[C:4](I)[C:5]([O:11][CH3:12])=[C:6]([C:8](=[O:10])[CH3:9])[CH:7]=1.I[CH:16]1[CH2:21][CH2:20][N:19]([C:22]([O:24][C:25]([CH3:28])([CH3:27])[CH3:26])=[O:23])[CH2:18][CH2:17]1. (3) Given the product [CH3:1][O:2][C:3]([C@@H:5]([N:13]1[CH2:18][C:17]2[CH:19]=[CH:20][S:21][C:16]=2[CH2:15][CH2:14]1)[C:6]1[CH:7]=[CH:8][CH:9]=[CH:10][C:11]=1[Cl:12])=[O:4], predict the reactants needed to synthesize it. The reactants are: [CH3:1][O:2][C:3]([C@@H:5]([N:13]1[CH2:18][C:17]2[CH:19]=[CH:20][S:21][C:16]=2[CH2:15][CH2:14]1)[C:6]1[C:11]([Cl:12])=[CH:10][CH:9]=[CH:8][CH:7]=1)=[O:4].OS(O)(=O)=O.C(=O)(O)[O-].[Na+].